Dataset: Forward reaction prediction with 1.9M reactions from USPTO patents (1976-2016). Task: Predict the product of the given reaction. (1) Given the reactants [NH:1]1[CH2:6][CH2:5][N:4]([C:7]2[CH:8]=[N:9][CH:10]=[CH:11][CH:12]=2)[CH2:3][CH2:2]1.[C:13](O[C:13]([O:15][C:16]([CH3:19])([CH3:18])[CH3:17])=[O:14])([O:15][C:16]([CH3:19])([CH3:18])[CH3:17])=[O:14], predict the reaction product. The product is: [N:9]1[CH:10]=[CH:11][CH:12]=[C:7]([N:4]2[CH2:5][CH2:6][N:1]([C:13]([O:15][C:16]([CH3:19])([CH3:18])[CH3:17])=[O:14])[CH2:2][CH2:3]2)[CH:8]=1. (2) Given the reactants [Cl:1][C:2]1[CH:7]=[CH:6][C:5]([C:8]2[N:12]=[C:11]([C:13]3[S:14][CH:15]=[CH:16][C:17]=3[Cl:18])[O:10][N:9]=2)=[CH:4][C:3]=1[NH2:19].[CH2:20](OC(OCC)CN(C)C)[CH3:21].O.C([BH3-])#N.[Na+], predict the reaction product. The product is: [Cl:1][C:2]1[CH:7]=[CH:6][C:5]([C:8]2[N:12]=[C:11]([C:13]3[S:14][CH:15]=[CH:16][C:17]=3[Cl:18])[O:10][N:9]=2)=[CH:4][C:3]=1[NH:19][CH2:20][CH3:21].